From a dataset of Forward reaction prediction with 1.9M reactions from USPTO patents (1976-2016). Predict the product of the given reaction. (1) Given the reactants [CH3:1][C@@H:2]1[NH:7][CH:6]([CH3:8])[CH2:5][NH:4][C:3]1=[O:9].C(N(CC)CC)C.[CH2:17]([O:24][C:25](ON1C(=O)CCC1=O)=[O:26])[C:18]1[CH:23]=[CH:22][CH:21]=[CH:20][CH:19]=1, predict the reaction product. The product is: [CH2:17]([O:24][C:25]([N:7]1[CH:6]([CH3:8])[CH2:5][NH:4][C:3](=[O:9])[C@@H:2]1[CH3:1])=[O:26])[C:18]1[CH:23]=[CH:22][CH:21]=[CH:20][CH:19]=1. (2) Given the reactants Cl.[N:2]1[CH:7]=[CH:6][C:5]([O:8][CH2:9][C:10]2[CH:15]=[CH:14][CH:13]=[CH:12][C:11]=2[C:16]2[S:20][C:19]([NH:21]C(=O)OC(C)(C)C)=[N:18][CH:17]=2)=[CH:4][CH:3]=1, predict the reaction product. The product is: [N:2]1[CH:7]=[CH:6][C:5]([O:8][CH2:9][C:10]2[CH:15]=[CH:14][CH:13]=[CH:12][C:11]=2[C:16]2[S:20][C:19]([NH2:21])=[N:18][CH:17]=2)=[CH:4][CH:3]=1. (3) The product is: [F:1][C:2]1[CH:3]=[CH:4][C:5]([O:39][CH3:40])=[C:6]([C:8]2[CH:13]=[CH:12][N:11]=[C:10]3[NH:14][C:15]([CH:17]4[CH2:22][CH2:21][N:20]([C:23]([O:25][C:26]([CH3:27])([CH3:28])[CH3:29])=[O:24])[CH2:19][CH2:18]4)=[CH:16][C:9]=23)[CH:7]=1. Given the reactants [F:1][C:2]1[CH:3]=[CH:4][C:5]([O:39][CH3:40])=[C:6]([C:8]2[CH:13]=[CH:12][N:11]=[C:10]3[N:14](S(C4C=CC=CC=4)(=O)=O)[C:15]([C:17]4[CH2:22][CH2:21][N:20]([C:23]([O:25][C:26]([CH3:29])([CH3:28])[CH3:27])=[O:24])[CH2:19][CH:18]=4)=[CH:16][C:9]=23)[CH:7]=1.[H][H], predict the reaction product. (4) Given the reactants [N:1]1([CH2:7][C:8]2[CH:13]=[CH:12][C:11]([NH:14][C:15]([C:17]3[C:21]([NH2:22])=[CH:20][NH:19][N:18]=3)=[O:16])=[CH:10][CH:9]=2)[CH2:6][CH2:5][O:4][CH2:3][CH2:2]1.Cl[C:24]1[CH:29]=[CH:28][N:27]=[C:26]2[CH:30]=[CH:31][O:32][C:25]=12, predict the reaction product. The product is: [O:32]1[C:25]2[C:26](=[N:27][CH:28]=[CH:29][C:24]=2[NH:22][C:21]2[C:17]([C:15]([NH:14][C:11]3[CH:12]=[CH:13][C:8]([CH2:7][N:1]4[CH2:6][CH2:5][O:4][CH2:3][CH2:2]4)=[CH:9][CH:10]=3)=[O:16])=[N:18][NH:19][CH:20]=2)[CH:30]=[CH:31]1. (5) Given the reactants FC1C=C(C=C(C2C=CN=CC=2)C=1)CCC1C=CC(N2CCN(S(C(F)(F)F)(=O)=O)CC2)=CC=1.[F:35][C:36]1[CH:37]=[C:38]([C:56]2[CH:61]=[CH:60][N:59]=[CH:58][CH:57]=2)[CH:39]=[C:40](/[CH:42]=[CH:43]/[C:44]2[CH:49]=[CH:48][C:47]([C:50]3[CH:55]=[CH:54][N:53]=[CH:52][CH:51]=3)=[CH:46][CH:45]=2)[CH:41]=1, predict the reaction product. The product is: [F:35][C:36]1[CH:37]=[C:38]([C:56]2[CH:57]=[CH:58][N:59]=[CH:60][CH:61]=2)[CH:39]=[C:40]([CH2:42][CH2:43][C:44]2[CH:49]=[CH:48][C:47]([C:50]3[CH:51]=[CH:52][N:53]=[CH:54][CH:55]=3)=[CH:46][CH:45]=2)[CH:41]=1. (6) Given the reactants C[O:2][C:3]1[CH:8]=[CH:7][C:6](/[CH:9]=[CH:10]/[C:11]2[CH:16]=[CH:15][CH:14]=[CH:13][CH:12]=2)=[CH:5][CH:4]=1.B(Br)(Br)Br, predict the reaction product. The product is: [OH:2][C:3]1[CH:4]=[CH:5][C:6](/[CH:9]=[CH:10]/[C:11]2[CH:12]=[CH:13][CH:14]=[CH:15][CH:16]=2)=[CH:7][CH:8]=1. (7) Given the reactants [CH:1]([N:4]1[C:9](=[O:10])[CH:8]=[CH:7][C:6]([C:11]2[N:16]=[C:15]([C:17]#[N:18])[C:14]([NH:19]CC3C=CC(OC)=CC=3)=[N:13][C:12]=2[C:29]2[CH:34]=[CH:33][CH:32]=[CH:31][CH:30]=2)=[N:5]1)([CH3:3])[CH3:2].ClC1C(=O)C(C#N)=C(C#N)C(=O)C=1Cl.CCCCCC.CCOC(C)=O, predict the reaction product. The product is: [NH2:19][C:14]1[C:15]([C:17]#[N:18])=[N:16][C:11]([C:6]2[CH:7]=[CH:8][C:9](=[O:10])[N:4]([CH:1]([CH3:3])[CH3:2])[N:5]=2)=[C:12]([C:29]2[CH:30]=[CH:31][CH:32]=[CH:33][CH:34]=2)[N:13]=1.